This data is from Catalyst prediction with 721,799 reactions and 888 catalyst types from USPTO. The task is: Predict which catalyst facilitates the given reaction. (1) Reactant: C([O:8][C:9]1[C:29]([Cl:30])=[CH:28][C:12]([C:13]([N:15]2[C:24]3[C:19](=[CH:20][CH:21]=[CH:22][CH:23]=3)[N:18]([C:25](=[O:27])[CH3:26])[CH2:17][CH2:16]2)=[O:14])=[CH:11][C:10]=1[Cl:31])C1C=CC=CC=1. Product: [Cl:31][C:10]1[CH:11]=[C:12]([CH:28]=[C:29]([Cl:30])[C:9]=1[OH:8])[C:13]([N:15]1[C:24]2[C:19](=[CH:20][CH:21]=[CH:22][CH:23]=2)[N:18]([C:25](=[O:27])[CH3:26])[CH2:17][CH2:16]1)=[O:14]. The catalyst class is: 457. (2) Reactant: [CH2:1]([N:8]1[CH2:11][C:10]2([CH2:20][C:19](=[O:21])[C:18]3[C:13](=[CH:14][CH:15]=[C:16](/[CH:22]=[CH:23]/[C:24](O)=[O:25])[CH:17]=3)[O:12]2)[CH2:9]1)[C:2]1[CH:7]=[CH:6][CH:5]=[CH:4][CH:3]=1.C(Cl)CCl.C1C=CC2N(O)N=NC=2C=1.[NH2:41][O:42][CH:43]1[CH2:48][CH2:47][CH2:46][CH2:45][O:44]1. Product: [CH2:1]([N:8]1[CH2:11][C:10]2([CH2:20][C:19](=[O:21])[C:18]3[C:13](=[CH:14][CH:15]=[C:16](/[CH:22]=[CH:23]/[C:24]([NH:41][O:42][CH:43]4[CH2:48][CH2:47][CH2:46][CH2:45][O:44]4)=[O:25])[CH:17]=3)[O:12]2)[CH2:9]1)[C:2]1[CH:3]=[CH:4][CH:5]=[CH:6][CH:7]=1. The catalyst class is: 2. (3) Reactant: [Cl:1][C:2]1[CH:10]=[CH:9][C:8]2[NH:7][C:6]3[CH2:11][CH2:12][N:13]4[C@@H:17]([C:5]=3[C:4]=2[CH:3]=1)[CH2:16][CH2:15][CH2:14]4.[H-].[Na+].[O:20]1[CH2:22][CH:21]1[C:23]1[CH:28]=[CH:27][N:26]=[CH:25][CH:24]=1. Product: [Cl:1][C:2]1[CH:10]=[CH:9][C:8]2[N:7]([CH2:22][CH:21]([C:23]3[CH:28]=[CH:27][N:26]=[CH:25][CH:24]=3)[OH:20])[C:6]3[CH2:11][CH2:12][N:13]4[C@@H:17]([C:5]=3[C:4]=2[CH:3]=1)[CH2:16][CH2:15][CH2:14]4. The catalyst class is: 3.